Dataset: Reaction yield outcomes from USPTO patents with 853,638 reactions. Task: Predict the reaction yield, written as a fraction of the theoretical maximum amount of product (1.0 means a 100% yield; for example, 0.34 means a 34% yield). (1) The reactants are CC([N:5]([CH2:9][C:10]1[CH:15]=[CH:14][CH:13]=[C:12]([CH2:16][N:17]2[C:25]3[C:20](=[C:21]([CH:26]([F:28])[F:27])[CH:22]=[CH:23][CH:24]=3)[C:19]([N:29]([S:39]([C:42]3[S:43][C:44]([Cl:47])=[CH:45][CH:46]=3)(=[O:41])=[O:40])[S:30]([C:33]3[S:34][C:35]([Cl:38])=[CH:36][CH:37]=3)(=[O:32])=[O:31])=[N:18]2)[CH:11]=1)C(=O)[O-])(C)C.FC(F)(F)C(O)=O. The catalyst is ClCCl. The product is [NH2:5][CH2:9][C:10]1[CH:11]=[C:12]([CH2:16][N:17]2[C:25]3[C:20](=[C:21]([CH:26]([F:27])[F:28])[CH:22]=[CH:23][CH:24]=3)[C:19]([N:29]([S:39]([C:42]3[S:43][C:44]([Cl:47])=[CH:45][CH:46]=3)(=[O:40])=[O:41])[S:30]([C:33]3[S:34][C:35]([Cl:38])=[CH:36][CH:37]=3)(=[O:32])=[O:31])=[N:18]2)[CH:13]=[CH:14][CH:15]=1. The yield is 0.540. (2) The reactants are Cl[C:2]1[CH2:6][CH2:5][C:4](=[O:7])[CH:3]=1.N1[CH2:10][CH2:9]1.C([N:13]([CH2:16][CH3:17])[CH2:14]C)C.[O:18]1[CH2:22][CH2:21][CH2:20][CH2:19]1. No catalyst specified. The product is [CH3:22][O:18][C:19]1[CH:20]=[CH:21][C:17]([CH:16]2[CH2:14][N:13]2[C:2]2[CH2:6][CH2:5][C:4](=[O:7])[CH:3]=2)=[CH:10][CH:9]=1. The yield is 0.160. (3) The reactants are [N:1]#[C:2]Br.[CH3:4][S:5][C:6]1[CH:7]=[C:8]([CH:10]=[CH:11][CH:12]=1)[NH2:9]. The catalyst is C(OCC)C. The product is [CH3:4][S:5][C:6]1[CH:7]=[C:8]([NH:9][C:2]#[N:1])[CH:10]=[CH:11][CH:12]=1. The yield is 0.490. (4) The reactants are F[C:2]1[CH:9]=[CH:8][C:5]([C:6]#[N:7])=[C:4]([C:10]([F:13])([F:12])[F:11])[CH:3]=1.[CH:14]1([CH2:17][NH2:18])[CH2:16][CH2:15]1.C(=O)([O-])[O-].[K+].[K+]. The catalyst is C(#N)C. The product is [CH:14]1([CH2:17][NH:18][C:2]2[CH:9]=[CH:8][C:5]([C:6]#[N:7])=[C:4]([C:10]([F:13])([F:12])[F:11])[CH:3]=2)[CH2:16][CH2:15]1. The yield is 0.990. (5) The reactants are C(NC(C)C)(C)C.C([Li])CCC.C(=O)=O.CC(C)=O.[F:20][C:21]1[C:22]([C:27]#[N:28])=[N:23][CH:24]=[CH:25][CH:26]=1.[Li+].CC([N-]C(C)C)C.[I:37]I. The catalyst is C1COCC1.C(Cl)Cl. The product is [F:20][C:21]1[C:22]([C:27]#[N:28])=[N:23][CH:24]=[CH:25][C:26]=1[I:37]. The yield is 0.552.